This data is from Full USPTO retrosynthesis dataset with 1.9M reactions from patents (1976-2016). The task is: Predict the reactants needed to synthesize the given product. (1) Given the product [CH2:50]([N:52]([C:53]1[CH:58]=[CH:57][CH:56]=[CH:55][CH:54]=1)[C:5]([NH:34][C:31]1[CH:32]=[C:33]2[C:28](=[CH:29][CH:30]=1)[NH:27][N:26]=[C:25]2[C:22]1[CH:21]=[CH:20][C:19]([N:16]2[CH2:15][CH2:14][O:13][CH2:18][CH2:17]2)=[CH:24][CH:23]=1)=[O:11])[CH3:51], predict the reactants needed to synthesize it. The reactants are: ClC(Cl)(O[C:5](=[O:11])OC(Cl)(Cl)Cl)Cl.[O:13]1[CH2:18][CH2:17][N:16]([C:19]2[CH:24]=[CH:23][C:22]([C:25]3[C:33]4[C:28](=[CH:29][CH:30]=[C:31]([NH2:34])[CH:32]=4)[N:27](C4CCCCO4)[N:26]=3)=[CH:21][CH:20]=2)[CH2:15][CH2:14]1.CCN(C(C)C)C(C)C.[CH2:50]([NH:52][C:53]1[CH:58]=[CH:57][CH:56]=[CH:55][CH:54]=1)[CH3:51]. (2) Given the product [CH3:1][O:2][C:3]1[CH:4]=[C:5]2[C:10](=[CH:11][C:12]=1[O:13][CH3:14])[N:9]=[CH:8][CH:7]=[C:6]2[O:15][C:16]1[CH:22]=[CH:21][C:19]([NH:20][C:32]([NH:42][CH2:41][CH2:40][N:39]([CH:43]([CH3:45])[CH3:44])[CH:36]([CH3:38])[CH3:37])=[S:33])=[C:18]([CH3:23])[C:17]=1[CH3:24], predict the reactants needed to synthesize it. The reactants are: [CH3:1][O:2][C:3]1[CH:4]=[C:5]2[C:10](=[CH:11][C:12]=1[O:13][CH3:14])[N:9]=[CH:8][CH:7]=[C:6]2[O:15][C:16]1[CH:22]=[CH:21][C:19]([NH2:20])=[C:18]([CH3:23])[C:17]=1[CH3:24].C(N(CC)CC)C.[C:32](Cl)(Cl)=[S:33].[CH:36]([N:39]([CH:43]([CH3:45])[CH3:44])[CH2:40][CH2:41][NH2:42])([CH3:38])[CH3:37]. (3) Given the product [Cl:1][C:2]1[CH:7]=[CH:6][C:5]([B:8]2[C:12]3[CH:13]=[CH:14][CH:15]=[CH:16][C:11]=3[CH2:10][O:9]2)=[C:4]([OH:17])[CH:3]=1, predict the reactants needed to synthesize it. The reactants are: [Cl:1][C:2]1[CH:7]=[CH:6][C:5]([B:8]2[C:12]3[CH:13]=[CH:14][CH:15]=[CH:16][C:11]=3[CH2:10][O:9]2)=[C:4]([O:17]C)[CH:3]=1.B(Br)(Br)Br.CO.Cl. (4) Given the product [OH:12][C:13]1[CH:14]=[C:15]([CH:18]=[CH:19][C:20]=1[OH:21])[CH:16]=[N:2][NH:1][C:3]1[CH:4]=[CH:5][C:6]([C:7]([OH:9])=[O:8])=[CH:10][CH:11]=1, predict the reactants needed to synthesize it. The reactants are: [NH:1]([C:3]1[CH:11]=[CH:10][C:6]([C:7]([OH:9])=[O:8])=[CH:5][CH:4]=1)[NH2:2].[OH:12][C:13]1[CH:14]=[C:15]([CH:18]=[CH:19][C:20]=1[OH:21])[CH:16]=O. (5) The reactants are: [C:1]1(B(O)O)[CH:6]=[CH:5][CH:4]=[CH:3][CH:2]=1.C(=O)([O-])[O-].[K+].[K+].[C:31]1([CH3:36])[CH:32]=[CH:33][CH:34]=[CH:35][C:30]=1P([C:30]1[CH:35]=[CH:34][CH:33]=[CH:32][C:31]=1[CH3:36])[C:30]1[CH:35]=[CH:34][CH:33]=[CH:32][C:31]=1[CH3:36]. Given the product [C:1]1([C:36]2[C:30]3[C:31]([CH:36]=[C:30]4[C:31]=2[CH:32]=[CH:33][CH:34]=[CH:35]4)=[CH:32][CH:33]=[CH:34][CH:35]=3)[CH:6]=[CH:5][CH:4]=[CH:3][CH:2]=1, predict the reactants needed to synthesize it. (6) Given the product [F:36][C:33]1[CH:34]=[CH:35][C:30]([CH2:29][N:26]2[CH2:27][CH2:28][CH:23]([NH:22][C:21]([CH:10]3[CH2:9][NH:8][C:13]4[CH:14]=[C:15]([Cl:20])[C:16]([O:18][CH3:19])=[CH:17][C:12]=4[O:11]3)=[O:37])[CH2:24][CH2:25]2)=[CH:31][CH:32]=1, predict the reactants needed to synthesize it. The reactants are: C(OC([N:8]1[C:13]2[CH:14]=[C:15]([Cl:20])[C:16]([O:18][CH3:19])=[CH:17][C:12]=2[O:11][CH:10]([C:21](=[O:37])[NH:22][CH:23]2[CH2:28][CH2:27][N:26]([CH2:29][C:30]3[CH:35]=[CH:34][C:33]([F:36])=[CH:32][CH:31]=3)[CH2:25][CH2:24]2)[CH2:9]1)=O)(C)(C)C.FC(F)(F)C(O)=O. (7) Given the product [CH2:31]([O:27][CH2:2][C@@H:3]([OH:17])[CH2:4][C:2]1[C:3]([O:17][CH3:18])=[C:4]([C:9]2[C:14]([Cl:15])=[CH:13][CH:12]=[CH:11][C:10]=2[Cl:16])[CH:5]=[C:6]([F:8])[CH:7]=1)[C:30]1[CH:21]=[CH:19][CH:20]=[CH:28][CH:29]=1, predict the reactants needed to synthesize it. The reactants are: Br[C:2]1[C:3]([O:17][CH3:18])=[C:4]([C:9]2[C:14]([Cl:15])=[CH:13][CH:12]=[CH:11][C:10]=2[Cl:16])[CH:5]=[C:6]([F:8])[CH:7]=1.[CH:19]([Mg]Cl)([CH3:21])[CH3:20].C([Cu])#N.[O:27]1[CH2:31][CH2:30][CH2:29][CH2:28]1.